Dataset: Catalyst prediction with 721,799 reactions and 888 catalyst types from USPTO. Task: Predict which catalyst facilitates the given reaction. Reactant: [OH:1][C@@H:2]1[CH2:15][C@@H:5]2[O:6][C:7](=[O:14])[CH2:8][CH2:9][CH2:10][CH:11]=[CH:12][CH2:13][C@@H:4]2[C@H:3]1/[CH:16]=[CH:17]/[C@@H:18]([OH:31])[CH2:19][O:20][C:21]1[CH:26]=[CH:25][CH:24]=[C:23]([C:27]([F:30])([F:29])[F:28])[CH:22]=1.[OH-:32].[K+].Cl. Product: [OH:1][C@@H:2]1[CH2:15][C@H:5]([OH:6])[C@H:4]([CH2:13]/[CH:12]=[CH:11]\[CH2:10][CH2:9][CH2:8][C:7]([OH:32])=[O:14])[C@H:3]1/[CH:16]=[CH:17]/[C@@H:18]([OH:31])[CH2:19][O:20][C:21]1[CH:26]=[CH:25][CH:24]=[C:23]([C:27]([F:30])([F:28])[F:29])[CH:22]=1. The catalyst class is: 41.